Task: Predict which catalyst facilitates the given reaction.. Dataset: Catalyst prediction with 721,799 reactions and 888 catalyst types from USPTO (1) Reactant: [Cl:1][C:2]1[N:7]=[C:6](Cl)[C:5]([N+:9]([O-:11])=[O:10])=[C:4]([O:12][CH3:13])[N:3]=1.[Cl:14][C:15]1[CH:21]=[C:20]([O:22][CH3:23])[C:19]([O:24][CH2:25][C:26]2[C:31]([O:32][CH3:33])=[CH:30][CH:29]=[C:28]([F:34])[C:27]=2[F:35])=[CH:18][C:16]=1[NH2:17].C(N(CC)C(C)C)(C)C.C(OCC)(=O)C. Product: [Cl:14][C:15]1[CH:21]=[C:20]([O:22][CH3:23])[C:19]([O:24][CH2:25][C:26]2[C:31]([O:32][CH3:33])=[CH:30][CH:29]=[C:28]([F:34])[C:27]=2[F:35])=[CH:18][C:16]=1[NH:17][C:6]1[C:5]([N+:9]([O-:11])=[O:10])=[C:4]([O:12][CH3:13])[N:3]=[C:2]([Cl:1])[N:7]=1. The catalyst class is: 47. (2) Reactant: F[C:2]1[CH:7]=[CH:6][C:5]([N+:8]([O-:10])=[O:9])=[CH:4][C:3]=1[F:11].C([O-])([O-])=O.[K+].[K+].[CH3:18][N:19]([CH3:25])[CH:20]1[CH2:24][CH2:23][NH:22][CH2:21]1. Product: [F:11][C:3]1[CH:4]=[C:5]([N+:8]([O-:10])=[O:9])[CH:6]=[CH:7][C:2]=1[N:22]1[CH2:23][CH2:24][CH:20]([N:19]([CH3:25])[CH3:18])[CH2:21]1. The catalyst class is: 3. (3) Reactant: [CH3:1][CH:2]([OH:4])[CH3:3].C(N(CC)CC)C.[F:12][C:13]1[C:14]([C:22](F)=[O:23])=[N:15][C:16]([F:21])=[C:17]([F:20])[C:18]=1[F:19]. Product: [F:12][C:13]1[C:14]([C:22]([O:4][CH:2]([CH3:3])[CH3:1])=[O:23])=[N:15][C:16]([F:21])=[C:17]([F:20])[C:18]=1[F:19]. The catalyst class is: 6. (4) Reactant: [OH-].[Na+].[OH:3][C:4]([C:7]1[N:8]=[C:9]([CH2:17][CH2:18][CH3:19])[NH:10][C:11]=1[C:12]([O:14]CC)=[O:13])([CH3:6])[CH3:5].Cl. Product: [OH:3][C:4]([C:7]1[N:8]=[C:9]([CH2:17][CH2:18][CH3:19])[NH:10][C:11]=1[C:12]([OH:14])=[O:13])([CH3:6])[CH3:5]. The catalyst class is: 21. (5) Reactant: [CH:1]1([C:4]2([OH:29])[CH2:9][CH2:8][N:7]([C:10]([NH:12][C:13]3[CH:18]=[C:17]([CH2:19][OH:20])[CH:16]=[C:15]([O:21][C:22]4[CH:27]=[CH:26][C:25]([F:28])=[CH:24][CH:23]=4)[CH:14]=3)=[O:11])[CH2:6][CH2:5]2)[CH2:3][CH2:2]1.N(C(O[CH:41]([CH3:43])[CH3:42])=O)=NC(OC(C)C)=O.[C:44]1(P([C:44]2[CH:49]=[CH:48][CH:47]=[CH:46][CH:45]=2)[C:44]2[CH:49]=[CH:48][CH:47]=[CH:46][CH:45]=2)[CH:49]=[CH:48][CH:47]=[CH:46][CH:45]=1.[C:63]([O:66]CC)(=[O:65])C. Product: [CH:1]1([C:4]2([OH:29])[CH2:9][CH2:8][N:7]([C:10]([NH:12][C:13]3[CH:18]=[C:17]([CH:16]=[C:15]([O:21][C:22]4[CH:27]=[CH:26][C:25]([F:28])=[CH:24][CH:23]=4)[CH:14]=3)[CH2:19][O:20][C:44]3[CH:49]=[CH:48][C:47]([C:41]([CH3:42])([CH3:43])[C:63]([OH:66])=[O:65])=[CH:46][CH:45]=3)=[O:11])[CH2:6][CH2:5]2)[CH2:3][CH2:2]1. The catalyst class is: 1.